Dataset: Blood-brain barrier permeability classification from the B3DB database. Task: Regression/Classification. Given a drug SMILES string, predict its absorption, distribution, metabolism, or excretion properties. Task type varies by dataset: regression for continuous measurements (e.g., permeability, clearance, half-life) or binary classification for categorical outcomes (e.g., BBB penetration, CYP inhibition). Dataset: b3db_classification. (1) The molecule is NC1[C@@H]2CN(c3nc4c(cc3F)c(=O)c(C(=O)O)cn4-c3ccc(F)cc3F)C[C@@H]12. The result is 1 (penetrates BBB). (2) The molecule is Cc1cc(O)c2ccccc2c1O. The result is 0 (does not penetrate BBB). (3) The drug is C=CCc1cccc(/C=N\NC(=O)CN2CCN(Cc3ccc(S(N)(=O)=O)cc3)CC2)c1O. The result is 0 (does not penetrate BBB). (4) The molecule is CC(NN)c1ccccc1. The result is 1 (penetrates BBB). (5) The result is 1 (penetrates BBB). The molecule is C[C@@H]1O[C@H]1P(=O)(O)O. (6) The drug is C=CCN1CCc2nc(N)sc2CC1. The result is 1 (penetrates BBB).